Predict which catalyst facilitates the given reaction. From a dataset of Catalyst prediction with 721,799 reactions and 888 catalyst types from USPTO. (1) Reactant: [OH:1][C:2]1[CH:9]=[CH:8][C:7]([OH:10])=[CH:6][C:3]=1[CH:4]=[O:5].[O:11]1[CH:16]=[CH:15][CH2:14][CH2:13][CH2:12]1.C1(C)C=CC(S([O-])(=O)=O)=CC=1.[NH+]1C=CC=CC=1. Product: [OH:1][C:2]1[CH:9]=[CH:8][C:7]([O:10][CH:12]2[CH2:13][CH2:14][CH2:15][CH2:16][O:11]2)=[CH:6][C:3]=1[CH:4]=[O:5]. The catalyst class is: 2. (2) Reactant: [C:1]([O:5][C:6](=[O:22])[NH:7][C:8]1[CH:13]=[CH:12][C:11]([C:14]2[S:15][CH:16]=[CH:17][CH:18]=2)=[CH:10][C:9]=1[N+:19]([O-])=O)([CH3:4])([CH3:3])[CH3:2]. Product: [C:1]([O:5][C:6](=[O:22])[NH:7][C:8]1[CH:13]=[CH:12][C:11]([C:14]2[S:15][CH:16]=[CH:17][CH:18]=2)=[CH:10][C:9]=1[NH2:19])([CH3:4])([CH3:2])[CH3:3]. The catalyst class is: 45. (3) Reactant: [CH:1](=O)[CH3:2].[F:4][C:5]1[CH:6]=[N:7][C:8]([O:20][C:21]2[CH:26]=[CH:25][CH:24]=[C:23]([S:27][CH3:28])[CH:22]=2)=[C:9]([CH:19]=1)[C:10]([NH:12][CH:13]1[CH2:18][CH2:17][NH:16][CH2:15][CH2:14]1)=[O:11].[Na]. Product: [NH3:7].[F:4][C:5]1[CH:6]=[N:7][C:8]([O:20][C:21]2[CH:26]=[CH:25][CH:24]=[C:23]([S:27][CH3:28])[CH:22]=2)=[C:9]([CH:19]=1)[C:10]([NH:12][CH:13]1[CH2:14][CH2:15][N:16]([CH2:1][CH3:2])[CH2:17][CH2:18]1)=[O:11]. The catalyst class is: 4.